From a dataset of Reaction yield outcomes from USPTO patents with 853,638 reactions. Predict the reaction yield, written as a fraction of the theoretical maximum amount of product (1.0 means a 100% yield; for example, 0.34 means a 34% yield). The catalyst is [Cl-].[Na+].O.[Cu]I.Cl[Pd](Cl)([P](C1C=CC=CC=1)(C1C=CC=CC=1)C1C=CC=CC=1)[P](C1C=CC=CC=1)(C1C=CC=CC=1)C1C=CC=CC=1.C1C=CC(P(C2C=CC=CC=2)C2C=CC=CC=2)=CC=1. The reactants are Br[C:2]1[C:7](=[O:8])[CH:6]=[CH:5][N:4]([C:9]2[CH:14]=[CH:13][CH:12]=[C:11]([C:15]([F:18])([F:17])[F:16])[CH:10]=2)[N:3]=1.[CH3:19][Si:20]([C:23]#[CH:24])([CH3:22])[CH3:21].CCN(CC)CC. The yield is 0.280. The product is [F:16][C:15]([F:18])([F:17])[C:11]1[CH:10]=[C:9]([N:4]2[CH:5]=[CH:6][C:7](=[O:8])[C:2]([C:24]#[C:23][Si:20]([CH3:22])([CH3:21])[CH3:19])=[N:3]2)[CH:14]=[CH:13][CH:12]=1.